From a dataset of TCR-epitope binding with 47,182 pairs between 192 epitopes and 23,139 TCRs. Binary Classification. Given a T-cell receptor sequence (or CDR3 region) and an epitope sequence, predict whether binding occurs between them. (1) The epitope is TSDLATNNLVVMAY. The TCR CDR3 sequence is CASSRQGPDGYTF. Result: 0 (the TCR does not bind to the epitope). (2) The epitope is MPASWVMRI. The TCR CDR3 sequence is CASSHTTWTGGDTEAFF. Result: 1 (the TCR binds to the epitope). (3) The epitope is TAFTIPSI. The TCR CDR3 sequence is CASSLAGGTSGLFF. Result: 0 (the TCR does not bind to the epitope). (4) The epitope is TSDLATNNLVVMAY. The TCR CDR3 sequence is CASSYSSNEQFF. Result: 1 (the TCR binds to the epitope). (5) The epitope is TLIGDCATV. The TCR CDR3 sequence is CSAKSGQPPYEQYF. Result: 1 (the TCR binds to the epitope). (6) The epitope is RLRAEAQVK. Result: 1 (the TCR binds to the epitope). The TCR CDR3 sequence is CAWGSGLGYGYTF.